Dataset: Peptide-MHC class II binding affinity with 134,281 pairs from IEDB. Task: Regression. Given a peptide amino acid sequence and an MHC pseudo amino acid sequence, predict their binding affinity value. This is MHC class II binding data. (1) The peptide sequence is KGSPEFDWILGWTIK. The MHC is H-2-IAb with pseudo-sequence H-2-IAb. The binding affinity (normalized) is 0.0499. (2) The MHC is HLA-DPA10103-DPB10401 with pseudo-sequence HLA-DPA10103-DPB10401. The binding affinity (normalized) is 0.584. The peptide sequence is EPFPKRVWEQIFSTW. (3) The peptide sequence is ITYGETGGNSPVQEF. The MHC is HLA-DPA10103-DPB10301 with pseudo-sequence HLA-DPA10103-DPB10301. The binding affinity (normalized) is 0. (4) The peptide sequence is TSFIRNCARKVFNDI. The MHC is DRB1_1302 with pseudo-sequence DRB1_1302. The binding affinity (normalized) is 0.973.